This data is from Full USPTO retrosynthesis dataset with 1.9M reactions from patents (1976-2016). The task is: Predict the reactants needed to synthesize the given product. (1) Given the product [C:13]([CH2:12][CH:11]([N:15]1[CH:19]=[C:18]([C:20]2[C:21]3[CH:28]=[CH:27][N:26]([CH2:29][O:30][CH2:31][CH2:32][Si:33]([CH3:35])([CH3:34])[CH3:36])[C:22]=3[N:23]=[CH:24][N:25]=2)[CH:17]=[N:16]1)[CH2:10][N:5]1[CH2:6][CH2:7][N:8]([C:43]([C:42]2[CH:46]=[CH:47][C:39]([C:37]#[N:38])=[CH:40][C:41]=2[F:48])=[O:44])[CH2:9][CH:4]1[CH2:3][OH:2])#[N:14], predict the reactants needed to synthesize it. The reactants are: Cl.[OH:2][CH2:3][CH:4]1[CH2:9][NH:8][CH2:7][CH2:6][N:5]1[CH2:10][CH:11]([N:15]1[CH:19]=[C:18]([C:20]2[C:21]3[CH:28]=[CH:27][N:26]([CH2:29][O:30][CH2:31][CH2:32][Si:33]([CH3:36])([CH3:35])[CH3:34])[C:22]=3[N:23]=[CH:24][N:25]=2)[CH:17]=[N:16]1)[CH2:12][C:13]#[N:14].[C:37]([C:39]1[CH:47]=[CH:46][C:42]([C:43](O)=[O:44])=[C:41]([F:48])[CH:40]=1)#[N:38].F[P-](F)(F)(F)(F)F.C[N+](C)=C(N(C)C)ON1C2N=CC=CC=2N=N1.C(N(CC)CC)C. (2) Given the product [CH3:13][N:9]1[CH:10]=[CH:11][N:12]=[C:8]1[C:5]1[CH:6]=[CH:7][C:2]([B:17]2[O:18][C:19]([CH3:21])([CH3:20])[C:15]([CH3:31])([CH3:14])[O:16]2)=[CH:3][CH:4]=1, predict the reactants needed to synthesize it. The reactants are: Br[C:2]1[CH:7]=[CH:6][C:5]([C:8]2[N:9]([CH3:13])[CH:10]=[CH:11][N:12]=2)=[CH:4][CH:3]=1.[CH3:14][C:15]1([CH3:31])[C:19]([CH3:21])([CH3:20])[O:18][B:17]([B:17]2[O:18][C:19]([CH3:21])([CH3:20])[C:15]([CH3:31])([CH3:14])[O:16]2)[O:16]1.CC([O-])=O.[K+]. (3) Given the product [F:15][C:12]1[CH:11]=[CH:10][C:9]([CH2:8][C:6]2[CH:7]=[C:2]([NH:1][CH2:35][CH2:34][CH2:33][N:22]([CH3:21])[C:23]([O:24][CH2:25][C:26]3[CH:27]=[CH:28][CH:29]=[CH:30][CH:31]=3)=[O:32])[C:3]([C:16]([O:18][CH2:19][CH3:20])=[O:17])=[N:4][CH:5]=2)=[CH:14][CH:13]=1, predict the reactants needed to synthesize it. The reactants are: [NH2:1][C:2]1[C:3]([C:16]([O:18][CH2:19][CH3:20])=[O:17])=[N:4][CH:5]=[C:6]([CH2:8][C:9]2[CH:14]=[CH:13][C:12]([F:15])=[CH:11][CH:10]=2)[CH:7]=1.[CH3:21][N:22]([CH2:33][CH2:34][CH:35]=O)[C:23](=[O:32])[O:24][CH2:25][C:26]1[CH:31]=[CH:30][CH:29]=[CH:28][CH:27]=1.C(O[BH-](OC(=O)C)OC(=O)C)(=O)C.[Na+]. (4) Given the product [N:24]12[CH2:31][CH2:30][CH:27]([CH2:28][CH2:29]1)[CH:26]([NH:32][C:9]([C:8]1[C:3]([O:2][CH3:1])=[CH:4][CH:5]=[CH:6][C:7]=1[NH:12][C:11]([C:13]1[C:22]3[C:17](=[CH:18][CH:19]=[CH:20][CH:21]=3)[CH:16]=[CH:15][CH:14]=1)=[O:10])=[O:23])[CH2:25]2, predict the reactants needed to synthesize it. The reactants are: [CH3:1][O:2][C:3]1[C:8]2[C:9](=[O:23])[O:10][C:11]([C:13]3[C:22]4[C:17](=[CH:18][CH:19]=[CH:20][CH:21]=4)[CH:16]=[CH:15][CH:14]=3)=[N:12][C:7]=2[CH:6]=[CH:5][CH:4]=1.[N:24]12[CH2:31][CH2:30][CH:27]([CH2:28][CH2:29]1)[CH:26]([NH2:32])[CH2:25]2. (5) Given the product [CH:6]1([C:9]2[N:14]=[C:13]([S:15]([CH3:16])=[O:3])[C:12]([CH:17]=[CH2:18])=[C:11]([C:19]([O:21][CH3:22])=[O:20])[N:10]=2)[CH2:7][CH2:8]1, predict the reactants needed to synthesize it. The reactants are: C(OO)(=[O:3])C.[CH:6]1([C:9]2[N:14]=[C:13]([S:15][CH3:16])[C:12]([CH:17]=[CH2:18])=[C:11]([C:19]([O:21][CH3:22])=[O:20])[N:10]=2)[CH2:8][CH2:7]1.